Dataset: Reaction yield outcomes from USPTO patents with 853,638 reactions. Task: Predict the reaction yield, written as a fraction of the theoretical maximum amount of product (1.0 means a 100% yield; for example, 0.34 means a 34% yield). The reactants are N[CH:2]1[CH2:7][CH2:6][CH2:5][N:4]([CH2:8]/[CH:9]=[CH:10]/[C:11]2[C:12]3[C:13]4[CH:25]=[CH:24][S:23][C:14]=4[C:15](=[O:22])[NH:16][C:17]=3[CH:18]=[CH:19][C:20]=2[OH:21])[CH2:3]1.[CH2:26]=O.[C:28]([BH3-])#[N:29].[Na+]. The catalyst is CO. The product is [CH3:26][N:29]([CH3:28])[CH:2]1[CH2:7][CH2:6][CH2:5][N:4]([CH2:8]/[CH:9]=[CH:10]/[C:11]2[C:12]3[C:13]4[CH:25]=[CH:24][S:23][C:14]=4[C:15](=[O:22])[NH:16][C:17]=3[CH:18]=[CH:19][C:20]=2[OH:21])[CH2:3]1. The yield is 0.530.